This data is from Catalyst prediction with 721,799 reactions and 888 catalyst types from USPTO. The task is: Predict which catalyst facilitates the given reaction. (1) Reactant: [C@@H:1]1([N:10]2[CH:17]=[CH:16][C:14]([NH2:15])=[N:13][C:11]2=[O:12])[O:7][C@H:6]([CH2:8][OH:9])[C@@H:4]([OH:5])[C@@H:2]1[OH:3].[C:18](OC(=O)C)(=[O:20])[CH3:19].CO.C(Cl)Cl. Product: [C@@H:1]1([N:10]2[CH:17]=[CH:16][C:14]([NH:15][C:18](=[O:20])[CH3:19])=[N:13][C:11]2=[O:12])[O:7][C@H:6]([CH2:8][OH:9])[C@@H:4]([OH:5])[C@@H:2]1[OH:3]. The catalyst class is: 3. (2) Reactant: Br[C:2]1[CH:7]=[C:6]([CH3:8])[CH:5]=[CH:4][N:3]=1.[C:9](C1C=C(C)C=C(C(C)(C)C)C=1O)(C)(C)[CH3:10].C([Sn](CCCC)(CCCC)C=C)CCC. Product: [CH3:8][C:6]1[CH:5]=[CH:4][N:3]=[C:2]([CH:9]=[CH2:10])[CH:7]=1. The catalyst class is: 741.